This data is from Reaction yield outcomes from USPTO patents with 853,638 reactions. The task is: Predict the reaction yield, written as a fraction of the theoretical maximum amount of product (1.0 means a 100% yield; for example, 0.34 means a 34% yield). (1) The reactants are C([O:8][CH2:9][C@@H:10]1[CH2:14][CH2:13][CH2:12][N:11]1[S:15]([C:18]1[CH:26]=[CH:25][C:24]2[N:23]3[CH2:27][C:28]([CH3:32])([CH3:31])[CH2:29][N:30]=[C:22]3[C:21]3(OCCC[O:33]3)[C:20]=2[CH:19]=1)(=[O:17])=[O:16])C1C=CC=CC=1.CS(O)(=O)=O.[NH4+].[OH-]. No catalyst specified. The product is [OH:8][CH2:9][C@@H:10]1[CH2:14][CH2:13][CH2:12][N:11]1[S:15]([C:18]1[CH:26]=[CH:25][C:24]2[N:23]3[CH2:27][C:28]([CH3:31])([CH3:32])[CH2:29][N:30]=[C:22]3[C:21](=[O:33])[C:20]=2[CH:19]=1)(=[O:16])=[O:17]. The yield is 0.680. (2) The reactants are [NH2:1][C:2]1[CH:7]=[CH:6][C:5]([C:8]2[C:16]3[C:11](=[CH:12][C:13]([F:17])=[CH:14][CH:15]=3)[N:10]([S:18]([C:21]3[CH:26]=[CH:25][CH:24]=[CH:23][CH:22]=3)(=[O:20])=[O:19])[CH:9]=2)=[CH:4][C:3]=1[NH:27][C:28](=O)[CH2:29][Cl:30].NC1C=C(C2C3C(=CC(F)=CC=3)N(S(C3C=CC=CC=3)(=O)=O)C=2)C=CC=1NC(=O)CCl. The catalyst is CC(O)=O. The product is [C:21]1([S:18]([N:10]2[C:11]3[C:16](=[CH:15][CH:14]=[C:13]([F:17])[CH:12]=3)[C:8]([C:5]3[CH:6]=[CH:7][C:2]4[N:1]=[C:28]([CH2:29][Cl:30])[NH:27][C:3]=4[CH:4]=3)=[CH:9]2)(=[O:20])=[O:19])[CH:26]=[CH:25][CH:24]=[CH:23][CH:22]=1. The yield is 0.840. (3) The product is [CH:1]1([CH2:4][NH:5][N:6]2[C:15]3[C:10](=[CH:11][CH:12]=[CH:13][CH:14]=3)[C:9]([OH:16])=[C:8]([C:17]3[NH:22][C:21]4[CH:23]=[CH:24][C:25]([O:27][CH2:38][C:39]([NH2:41])=[O:40])=[CH:26][C:20]=4[S:19](=[O:28])(=[O:29])[N:18]=3)[C:7]2=[O:30])[CH2:2][CH2:3]1. The reactants are [CH:1]1([CH2:4][NH:5][N:6]2[C:15]3[C:10](=[CH:11][CH:12]=[CH:13][CH:14]=3)[C:9]([OH:16])=[C:8]([C:17]3[NH:22][C:21]4[CH:23]=[CH:24][C:25]([OH:27])=[CH:26][C:20]=4[S:19](=[O:29])(=[O:28])[N:18]=3)[C:7]2=[O:30])[CH2:3][CH2:2]1.C(=O)([O-])[O-].[Cs+].[Cs+].Br[CH2:38][C:39]([NH2:41])=[O:40]. The catalyst is [I-].C([N+](CCCC)(CCCC)CCCC)CCC.CN(C)C=O. The yield is 0.950. (4) The reactants are [CH3:1][O:2][CH2:3][CH2:4][N:5]1[CH2:10][CH2:9][CH:8]([C:11]2[CH:20]=[CH:19][C:14]([C:15]([O:17]C)=O)=[CH:13][CH:12]=2)[CH2:7][CH2:6]1.[CH3:21][O:22][C:23]1[CH:24]=[C:25]([CH2:31][CH2:32][C:33]2[CH:34]=[C:35]([NH2:38])[NH:36][N:37]=2)[CH:26]=[C:27]([O:29][CH3:30])[CH:28]=1.C[Al](C)C. The catalyst is C1(C)C=CC=CC=1. The product is [CH3:30][O:29][C:27]1[CH:26]=[C:25]([CH2:31][CH2:32][C:33]2[CH:34]=[C:35]([NH:38][C:15](=[O:17])[C:14]3[CH:13]=[CH:12][C:11]([CH:8]4[CH2:7][CH2:6][N:5]([CH2:4][CH2:3][O:2][CH3:1])[CH2:10][CH2:9]4)=[CH:20][CH:19]=3)[NH:36][N:37]=2)[CH:24]=[C:23]([O:22][CH3:21])[CH:28]=1. The yield is 0.349. (5) The reactants are [Br:1][C:2]1[N:7]=[CH:6][C:5]([CH:8]=O)=[CH:4][CH:3]=1.[CH3:10][O:11][CH2:12][CH2:13][NH2:14].C(O[BH-](OC(=O)C)OC(=O)C)(=O)C.[Na+].[NH4+].[Cl-]. The catalyst is C(Cl)Cl.O. The product is [Br:1][C:2]1[N:7]=[CH:6][C:5]([CH2:8][NH:14][CH2:13][CH2:12][O:11][CH3:10])=[CH:4][CH:3]=1. The yield is 0.450. (6) The reactants are C([C:3]1[C:4]([OH:28])=[C:5]([C:24]([O:26]C)=[O:25])[C:6](=[O:23])[NH:7][C:8]=1[C:9]1[CH:14]=[CH:13][C:12]([C:15]2[CH2:16][CH2:17][N:18]([CH2:21][CH3:22])[CH2:19][CH:20]=2)=[CH:11][CH:10]=1)C.[I-].[Li+].[CH3:31][CH2:32]OC(C)=O. No catalyst specified. The product is [CH2:31]([N:7]1[C:8]([C:9]2[CH:10]=[CH:11][C:12]([C:15]3[CH2:16][CH2:17][N:18]([CH2:21][CH3:22])[CH2:19][CH:20]=3)=[CH:13][CH:14]=2)=[CH:3][C:4]([OH:28])=[C:5]([C:24]([OH:26])=[O:25])[C:6]1=[O:23])[CH3:32]. The yield is 0.400. (7) The reactants are [CH3:1][N:2]1[C:6]2[CH:7]=[CH:8][CH:9]=[CH:10][C:5]=2[O:4][C:3]1=[O:11].[S:12]([Cl:16])(=O)(=[O:14])[OH:13]. The catalyst is [Cl-].[Na+].O. The product is [CH3:1][N:2]1[C:6]2[CH:7]=[CH:8][C:9]([S:12]([Cl:16])(=[O:14])=[O:13])=[CH:10][C:5]=2[O:4][C:3]1=[O:11]. The yield is 0.460. (8) The reactants are [CH2:1]([NH:8][C@H:9]([CH2:17][OH:18])[CH2:10][C:11]1[CH:16]=[CH:15][CH:14]=[CH:13][CH:12]=1)[C:2]1[CH:7]=[CH:6][CH:5]=[CH:4][CH:3]=1.CO.[C:21](O[C:21]([O:23][C:24]([CH3:27])([CH3:26])[CH3:25])=[O:22])([O:23][C:24]([CH3:27])([CH3:26])[CH3:25])=[O:22]. The catalyst is C(N(CC)CC)C. The product is [C:24]([O:23][C:21]([N:8]([CH2:1][C:2]1[CH:7]=[CH:6][CH:5]=[CH:4][CH:3]=1)[C@H:9]([CH2:17][OH:18])[CH2:10][C:11]1[CH:16]=[CH:15][CH:14]=[CH:13][CH:12]=1)=[O:22])([CH3:27])([CH3:26])[CH3:25]. The yield is 0.970. (9) The reactants are [Cl:1][C:2]1[CH:7]=[C:6]([N+:8]([O-])=O)[CH:5]=[CH:4][C:3]=1[N:11]1[CH2:16][CH2:15][N:14]([C:17]([O:19][C:20]([CH3:23])([CH3:22])[CH3:21])=[O:18])[CH2:13][CH2:12]1. The catalyst is CCO.[Pt]. The product is [NH2:8][C:6]1[CH:5]=[CH:4][C:3]([N:11]2[CH2:16][CH2:15][N:14]([C:17]([O:19][C:20]([CH3:22])([CH3:21])[CH3:23])=[O:18])[CH2:13][CH2:12]2)=[C:2]([Cl:1])[CH:7]=1. The yield is 0.980.